From a dataset of Reaction yield outcomes from USPTO patents with 853,638 reactions. Predict the reaction yield, written as a fraction of the theoretical maximum amount of product (1.0 means a 100% yield; for example, 0.34 means a 34% yield). (1) The reactants are [BH4-].[Na+].[CH3:3][C:4]([CH3:29])([CH3:28])[C:5](=[O:27])[CH2:6][NH:7][C:8]([C:10]1[C:11]([S:16][CH2:17][CH2:18][CH2:19][C:20]2[CH:25]=[CH:24][C:23]([F:26])=[CH:22][CH:21]=2)=[N:12][CH:13]=[CH:14][CH:15]=1)=[O:9].CCCCCC.CC(=O)OCC. The catalyst is CCO. The product is [F:26][C:23]1[CH:24]=[CH:25][C:20]([CH2:19][CH2:18][CH2:17][S:16][C:11]2[C:10]([C:8]([NH:7][CH2:6][CH:5]([OH:27])[C:4]([CH3:28])([CH3:3])[CH3:29])=[O:9])=[CH:15][CH:14]=[CH:13][N:12]=2)=[CH:21][CH:22]=1. The yield is 0.910. (2) The reactants are [Cl:1][C:2]1[CH:9]=[CH:8][CH:7]=[C:6]([F:10])[C:3]=1[CH:4]=O.[NH2:11][CH2:12][CH2:13][CH2:14][N:15]1[CH2:19][CH2:18][CH2:17][C:16]1=[O:20].C(O)(=O)C.C(O[BH-](OC(=O)C)OC(=O)C)(=O)C.[Na+]. The catalyst is ClCCCl. The product is [Cl:1][C:2]1[CH:9]=[CH:8][CH:7]=[C:6]([F:10])[C:3]=1[CH2:4][NH:11][CH2:12][CH2:13][CH2:14][N:15]1[CH2:19][CH2:18][CH2:17][C:16]1=[O:20]. The yield is 0.780. (3) The reactants are C(NC(C)C)(C)C.[Li]CCCC.[CH3:13][N:14]1[CH2:19][C:18]([N+:26]([O-:28])=[O:27])([C:20]2[CH:25]=[CH:24][CH:23]=[CH:22][CH:21]=2)[CH2:17][CH2:16][C:15]1=[O:29].C1C[O:33]CC1. The catalyst is CCCCCC. The product is [OH:33][CH:16]1[CH2:17][C:18]([N+:26]([O-:28])=[O:27])([C:20]2[CH:25]=[CH:24][CH:23]=[CH:22][CH:21]=2)[CH2:19][N:14]([CH3:13])[C:15]1=[O:29]. The yield is 0.510. (4) The reactants are N(C(OCC)=O)=NC(OCC)=O.[F:13][C:14]1[C:22]([O:23][C:24]2[C:33]3[C:28](=[CH:29][C:30]([O:35][CH3:36])=[C:31]([OH:34])[CH:32]=3)[N:27]=[CH:26][N:25]=2)=[CH:21][CH:20]=[C:19]2[C:15]=1[CH:16]=[CH:17][NH:18]2.C1(P(C2C=CC=CC=2)C2C=CC=CC=2)C=CC=CC=1.[C:56]([N:59]1[CH2:64][CH2:63][N:62]([CH2:65][CH2:66][CH2:67]O)[CH2:61][CH2:60]1)(=[O:58])[CH3:57]. The catalyst is C(Cl)Cl. The product is [C:56]([N:59]1[CH2:64][CH2:63][N:62]([CH2:65][CH2:66][CH2:67][O:34][C:31]2[CH:32]=[C:33]3[C:28](=[CH:29][C:30]=2[O:35][CH3:36])[N:27]=[CH:26][N:25]=[C:24]3[O:23][C:22]2[C:14]([F:13])=[C:15]3[C:19](=[CH:20][CH:21]=2)[NH:18][CH:17]=[CH:16]3)[CH2:61][CH2:60]1)(=[O:58])[CH3:57]. The yield is 0.190. (5) The reactants are N1C2C=CC=C(C=O)C=2C=C1.[N:12]([C:15](=[CH:20][C:21]1[CH:29]=[CH:28][CH:27]=[C:26]2[C:22]=1[CH:23]=[CH:24][NH:25]2)[C:16]([O:18][CH3:19])=[O:17])=[N+]=[N-].CN(C(ON1N=NC2C=CC=NC1=2)=[N+](C)C)C.F[P-](F)(F)(F)(F)F.CCN(C(C)C)C(C)C. The catalyst is CN(C=O)C. The product is [CH:20]1[C:21]2=[C:22]3[C:26]([CH:27]=[CH:28][C:29]2=[N:12][C:15]=1[C:16]([O:18][CH3:19])=[O:17])=[N:25][CH:24]=[CH:23]3. The yield is 0.600. (6) The reactants are [Br:1][C:2]1[CH:3]=[C:4]([N+:24]([O-])=O)[C:5]([NH:8][C:9]2[CH:23]=[CH:22][C:12]([CH2:13][NH:14][C:15](=[O:21])[O:16][C:17]([CH3:20])([CH3:19])[CH3:18])=[CH:11][CH:10]=2)=[N:6][CH:7]=1.[NH2:27][C:28]1[N:35]=[CH:34][CH:33]=[CH:32][C:29]=1[CH:30]=O.S(S([O-])=O)([O-])=O.[Na+].[Na+]. The catalyst is C(OCC)(=O)C.O.ClCCl.CO.CS(C)=O. The product is [NH2:27][C:28]1[C:29]([C:30]2[N:8]([C:9]3[CH:23]=[CH:22][C:12]([CH2:13][NH:14][C:15](=[O:21])[O:16][C:17]([CH3:20])([CH3:19])[CH3:18])=[CH:11][CH:10]=3)[C:5]3=[N:6][CH:7]=[C:2]([Br:1])[CH:3]=[C:4]3[N:24]=2)=[CH:32][CH:33]=[CH:34][N:35]=1. The yield is 0.410. (7) The reactants are [C:1]([O:5][C:6]([N:8]1[CH2:13][CH2:12][C:11](=[O:14])[CH2:10][CH2:9]1)=[O:7])([CH3:4])([CH3:3])[CH3:2].Cl[Si:16]([CH3:19])([CH3:18])[CH3:17].C(N(CC)CC)C. The catalyst is CN(C=O)C.O. The product is [C:1]([O:5][C:6]([N:8]1[CH2:9][CH:10]=[C:11]([O:14][Si:16]([CH3:19])([CH3:18])[CH3:17])[CH2:12][CH2:13]1)=[O:7])([CH3:4])([CH3:2])[CH3:3]. The yield is 0.550.